This data is from Forward reaction prediction with 1.9M reactions from USPTO patents (1976-2016). The task is: Predict the product of the given reaction. (1) Given the reactants CC(C1N(CC[C@@H](O)C[C@@H](O)CC(O)=O)C(C2C=CC(F)=CC=2)=C(C2C=CC=CC=2)C=1C(N[C:36]1[CH:37]=[CH:38][CH:39]=[CH:40][CH:41]=1)=O)C.CCC(C(O[C@@H:50]1[C@@H:55]2[C@@H:56]([CH2:61][CH2:62][C@H:63]3[O:69][C:67](=[O:68])[CH2:66][C@H:65]([OH:70])[CH2:64]3)[C@@H](C)C=C[C:54]2=[CH:53][C@H](C)C1)=O)(C)C.CC(C1C(COC)=C(C2C=CC(F)=CC=2)C(/C=C/[C@@H](O)[CH2:87][C@@H:88](O)[CH2:89][C:90]([OH:92])=[O:91])=C(C(C)C)N=1)C.[CH:105]1C=CC2N=C(C3CC3)C(/C=C/[C@@H](O)C[C@@H](O)CC(O)=O)=C(C3C=CC(F)=CC=3)C=2C=1.CC[C@@H](C(O[C@@H]1[C@@H]2[C@@H](CC[C@@H](O)C[C@@H](O)CC(O)=O)[C@@H](C)C=CC2=C[C@@H](O)C1)=O)C.CC(N1C(/C=C/C(O)CC(O)CC(O)=O)=C(C2C=CC(F)=CC=2)C2C=CC=CC1=2)C.CC(C1N=C(N(S(C)(=O)=O)C)N=C(C2C=CC(F)=CC=2)C=1/C=C/[C@@H](O)C[C@@H](O)CC(O)=O)C.CC[C@@H](C(O[C@@H]1[C@@H]2[C@@H](CC[C@H]3OC(=O)C[C@H](O)C3)[C@@H](C)C=CC2=C[C@H](C)C1)=O)C, predict the reaction product. The product is: [CH3:87][CH2:88][C@@H:89]([C:90]([O:92][C@@H:36]1[C@@H:37]2[C@@H:56]([CH2:61][CH2:62][C@H:63]3[O:69][C:67](=[O:68])[CH2:66][C@H:65]([OH:70])[CH2:64]3)[C@@H:55]([CH3:50])[CH:54]=[CH:53][C:38]2=[CH:39][CH2:40][CH2:41]1)=[O:91])[CH3:105]. (2) Given the reactants [CH3:1][C:2]1[N:7]=[C:6](/[CH:8]=[CH:9]/[C:10]([C:12]2[CH:17]=[CH:16][C:15]([NH:18][C:19]([C:21]3[C:22]([C:27]4[CH:32]=[CH:31][C:30]([C:33]([F:36])([F:35])[F:34])=[CH:29][CH:28]=4)=[CH:23][CH:24]=[CH:25][CH:26]=3)=[O:20])=[CH:14][CH:13]=2)=[O:11])[CH:5]=[CH:4][CH:3]=1.[H][H], predict the reaction product. The product is: [OH:11][CH:10]([C:12]1[CH:13]=[CH:14][C:15]([NH:18][C:19]([C:21]2[C:22]([C:27]3[CH:28]=[CH:29][C:30]([C:33]([F:36])([F:34])[F:35])=[CH:31][CH:32]=3)=[CH:23][CH:24]=[CH:25][CH:26]=2)=[O:20])=[CH:16][CH:17]=1)[CH2:9][CH2:8][C:6]1[CH:5]=[CH:4][CH:3]=[C:2]([CH3:1])[N:7]=1. (3) Given the reactants [H-].[Na+].[CH:3]1([O:7][CH2:8][C@H:9]([OH:20])[C:10]([NH:12][C:13]2[CH:18]=[N:17][C:16]([CH3:19])=[CH:15][N:14]=2)=[O:11])[CH2:6][CH2:5][CH2:4]1.Cl[C:22]1[N:27]=[CH:26][N:25]=[C:24]2[N:28]([C:31]3[C:36]([C:37]([F:40])([F:39])[F:38])=[CH:35][C:34]([Cl:41])=[CH:33][N:32]=3)[N:29]=[CH:30][C:23]=12.C(O)(=O)CC(CC(O)=O)(C(O)=O)O, predict the reaction product. The product is: [Cl:41][C:34]1[CH:35]=[C:36]([C:37]([F:40])([F:38])[F:39])[C:31]([N:28]2[C:24]3[N:25]=[CH:26][N:27]=[C:22]([O:20][C@@H:9]([CH2:8][O:7][CH:3]4[CH2:6][CH2:5][CH2:4]4)[C:10]([NH:12][C:13]4[CH:18]=[N:17][C:16]([CH3:19])=[CH:15][N:14]=4)=[O:11])[C:23]=3[CH:30]=[N:29]2)=[N:32][CH:33]=1. (4) Given the reactants [N:1]1[C:10]2[C:5](=[CH:6][CH:7]=[CH:8][CH:9]=2)[CH:4]=[CH:3][C:2]=1[CH:11]=O.C[C:14](P(OC)(O)=O)([C:16]([O-:18])=[O:17])C.[H-].[Na+].[CH2:26]1COCC1, predict the reaction product. The product is: [N:1]1[C:10]2[C:5](=[CH:6][CH:7]=[CH:8][CH:9]=2)[CH:4]=[CH:3][C:2]=1/[CH:11]=[CH:14]/[C:16]([O:18][CH3:26])=[O:17]. (5) Given the reactants [O:1]1[C:5]2([CH2:10][CH2:9][CH:8]([C:11]([O:13][CH2:14][CH3:15])=[O:12])[CH2:7]C2)[O:4][CH2:3][CH2:2]1.O=C1CCC(C(OCC)=O)C1.O=C1CCC(C(OCC)=O)CC1, predict the reaction product. The product is: [O:4]1[C:5]2([CH2:10][CH2:9][CH:8]([C:11]([O:13][CH2:14][CH3:15])=[O:12])[CH2:7]2)[O:1][CH2:2][CH2:3]1.